This data is from Catalyst prediction with 721,799 reactions and 888 catalyst types from USPTO. The task is: Predict which catalyst facilitates the given reaction. (1) Reactant: N[C:2]1[C:3]2[C:27]3(CCOC3)[C:26](=[O:32])[NH:25][C:4]=2[N:5]=[C:6]([C:8]2[C:16]3[C:11](=[N:12][CH:13]=[CH:14][CH:15]=3)[N:10]([CH2:17][C:18]3[CH:23]=[CH:22][CH:21]=[CH:20][C:19]=3[F:24])[N:9]=2)[N:7]=1.[Se](=O)=[O:34]. Product: [F:24][C:19]1[CH:20]=[CH:21][CH:22]=[CH:23][C:18]=1[CH2:17][N:10]1[C:11]2=[N:12][CH:13]=[CH:14][CH:15]=[C:16]2[C:8]([C:6]2[N:7]=[CH:2][C:3]3[C:27](=[O:34])[C:26](=[O:32])[NH:25][C:4]=3[N:5]=2)=[N:9]1. The catalyst class is: 12. (2) Reactant: [CH2:1]([C:5]1[N:6]=[C:7]([CH3:27])[NH:8][C:9](=[O:26])[C:10]=1[CH2:11][C:12]1[CH:17]=[CH:16][C:15]([C:18]2[C:19]([C:24]#[N:25])=[CH:20][CH:21]=[CH:22][CH:23]=2)=[CH:14][CH:13]=1)[CH2:2][CH2:3][CH3:4].[O:28]1[C:32]2[CH:33]=[CH:34][CH:35]=[CH:36][C:31]=2[CH2:30][CH:29]1[CH2:37]O.C(P(CCCC)CCCC)CCC.N(/C(N1CCCCC1)=O)=N\C(N1CCCCC1)=O. Product: [CH2:1]([C:5]1[N:6]=[C:7]([CH3:27])[N:8]([CH2:37][CH:29]2[CH2:30][C:31]3[CH:36]=[CH:35][CH:34]=[CH:33][C:32]=3[O:28]2)[C:9](=[O:26])[C:10]=1[CH2:11][C:12]1[CH:17]=[CH:16][C:15]([C:18]2[C:19]([C:24]#[N:25])=[CH:20][CH:21]=[CH:22][CH:23]=2)=[CH:14][CH:13]=1)[CH2:2][CH2:3][CH3:4]. The catalyst class is: 362. (3) Reactant: [CH3:1][C:2]1[S:6][CH:5]=[C:4]([C:7]([OH:9])=[O:8])[CH:3]=1.[Br:10]Br.O. Product: [Br:10][C:5]1[S:6][C:2]([CH3:1])=[CH:3][C:4]=1[C:7]([OH:9])=[O:8]. The catalyst class is: 15. (4) Reactant: Cl[C:2]1[N:7]=[CH:6][N:5]=[C:4]([NH2:8])[CH:3]=1.[NH2:9][C:10]1[CH:11]=[CH:12][C:13]([O:16][CH3:17])=[N:14][CH:15]=1.CC(O)C.C([O-])([O-])=O.[Na+].[Na+]. Product: [CH3:17][O:16][C:13]1[N:14]=[CH:15][C:10]([NH:9][C:2]2[CH:3]=[C:4]([NH2:8])[N:5]=[CH:6][N:7]=2)=[CH:11][CH:12]=1. The catalyst class is: 13. (5) Reactant: [Cl:1][C:2]1[CH:3]=[C:4]2[C:9](=[CH:10][CH:11]=1)[NH:8][C:7]([CH2:12][C:13]#[N:14])=[N:6][C:5]2=[O:15].C(N(CC)CC)C.[Cl:23][C:24]1[CH:32]=[C:31]([Cl:33])[CH:30]=[CH:29][C:25]=1[C:26](Cl)=[O:27]. Product: [CH:30]1[C:31]([Cl:33])=[CH:32][C:24]([Cl:23])=[C:25]([C:26](/[C:12](/[C:13]#[N:14])=[C:7]2/[NH:8][C:9]3[CH:10]=[CH:11][C:2]([Cl:1])=[CH:3][C:4]=3[C:5]([NH:6]/2)=[O:15])=[O:27])[CH:29]=1. The catalyst class is: 12.